From a dataset of Catalyst prediction with 721,799 reactions and 888 catalyst types from USPTO. Predict which catalyst facilitates the given reaction. (1) Reactant: C1(C2C=CC=CC=2)C=CC=CC=1.Cl[C:14]1[C:15](=[O:38])[C:16](=[O:37])[C:17]=1[NH:18][C:19]1[CH:24]=[CH:23][C:22]([Cl:25])=[C:21]([S:26]([N:29]2[CH2:34][CH2:33][N:32]([CH3:35])[CH2:31][CH2:30]2)(=[O:28])=[O:27])[C:20]=1[OH:36].[F:39][C:40]1[CH:46]=[CH:45][CH:44]=[C:43]([F:47])[C:41]=1[NH2:42]. Product: [Cl:25][C:22]1[CH:23]=[CH:24][C:19]([NH:18][C:17]2[C:16](=[O:37])[C:15](=[O:38])[C:14]=2[NH:42][C:41]2[C:40]([F:39])=[CH:46][CH:45]=[CH:44][C:43]=2[F:47])=[C:20]([OH:36])[C:21]=1[S:26]([N:29]1[CH2:34][CH2:33][N:32]([CH3:35])[CH2:31][CH2:30]1)(=[O:28])=[O:27]. The catalyst class is: 3. (2) Reactant: [Cl:1][C:2]1[C:3]([CH3:18])=[C:4]([NH:10][C@H:11]([C@@H:15]([OH:17])[CH3:16])[C:12]([OH:14])=O)[CH:5]=[CH:6][C:7]=1[C:8]#[N:9].[N+:19]([C:22]1[CH:31]=[CH:30][C:25]([C:26]([NH:28][NH2:29])=[O:27])=[CH:24][CH:23]=1)([O-:21])=[O:20].O.ON1C2C=CC=CC=2N=N1.Cl.CN(C)CCCN=C=NCC.C(N(CC)CC)C. Product: [Cl:1][C:2]1[C:3]([CH3:18])=[C:4]([NH:10][C@H:11]([C@H:15]([OH:17])[CH3:16])[C:12]([NH:29][NH:28][C:26](=[O:27])[C:25]2[CH:24]=[CH:23][C:22]([N+:19]([O-:21])=[O:20])=[CH:31][CH:30]=2)=[O:14])[CH:5]=[CH:6][C:7]=1[C:8]#[N:9]. The catalyst class is: 1. (3) Reactant: [CH:1]1([C@@:6]([OH:15])([C:10]2[S:11][CH:12]=[CH:13][CH:14]=2)[C:7]([OH:9])=[O:8])[CH2:5][CH2:4][CH2:3][CH2:2]1.C(N1C=CN=C1)(N1C=CN=C1)=O.O[C@H:29]1[CH:34]2[CH2:35][CH2:36][N:31]([CH2:32][CH2:33]2)[CH2:30]1.O. Product: [N:31]12[CH2:36][CH2:35][CH:34]([CH2:33][CH2:32]1)[C@H:29]([O:8][C:7](=[O:9])[C@:6]([CH:1]1[CH2:5][CH2:4][CH2:3][CH2:2]1)([OH:15])[C:10]1[S:11][CH:12]=[CH:13][CH:14]=1)[CH2:30]2. The catalyst class is: 3.